This data is from Forward reaction prediction with 1.9M reactions from USPTO patents (1976-2016). The task is: Predict the product of the given reaction. (1) Given the reactants [NH:1]1[C:9]2[C:4](=[C:5]([C:10]3[N:11]=[C:12]([N:26]4[CH2:31][CH2:30][O:29][CH2:28][CH2:27]4)[C:13]4[S:18][C:17]([CH2:19][N:20]5[CH2:25][CH2:24][NH:23][CH2:22][CH2:21]5)=[CH:16][C:14]=4[N:15]=3)[CH:6]=[CH:7][CH:8]=2)[CH:3]=[CH:2]1.[CH2:32]([O:36][CH2:37][CH2:38][CH2:39][CH3:40])[CH:33]1[O:35][CH2:34]1, predict the reaction product. The product is: [CH2:37]([O:36][CH2:32][CH:33]([OH:35])[CH2:34][N:23]1[CH2:22][CH2:21][N:20]([CH2:19][C:17]2[S:18][C:13]3[C:12]([N:26]4[CH2:27][CH2:28][O:29][CH2:30][CH2:31]4)=[N:11][C:10]([C:5]4[CH:6]=[CH:7][CH:8]=[C:9]5[C:4]=4[CH:3]=[CH:2][NH:1]5)=[N:15][C:14]=3[CH:16]=2)[CH2:25][CH2:24]1)[CH2:38][CH2:39][CH3:40]. (2) The product is: [CH2:30]([N:32]([CH2:49][CH3:50])[CH2:33]/[CH:34]=[CH:35]\[C:2]1[CH:7]=[C:6]([F:8])[CH:5]=[CH:4][C:3]=1[S:9]([NH:12][C:13]1[C:22]([C:23]([O:25][CH3:26])=[O:24])=[C:21]2[C:16]([C:17]3[CH:29]=[CH:28][O:27][C:18]=3[CH:19]=[N:20]2)=[CH:15][CH:14]=1)(=[O:11])=[O:10])[CH3:31]. Given the reactants Br[C:2]1[CH:7]=[C:6]([F:8])[CH:5]=[CH:4][C:3]=1[S:9]([NH:12][C:13]1[C:22]([C:23]([O:25][CH3:26])=[O:24])=[C:21]2[C:16]([C:17]3[CH:29]=[CH:28][O:27][C:18]=3[CH:19]=[N:20]2)=[CH:15][CH:14]=1)(=[O:11])=[O:10].[CH2:30]([N:32]([CH2:49][CH3:50])[CH2:33]/[CH:34]=[CH:35]\[Sn](CCCC)(CCCC)CCCC)[CH3:31], predict the reaction product.